From a dataset of Full USPTO retrosynthesis dataset with 1.9M reactions from patents (1976-2016). Predict the reactants needed to synthesize the given product. The reactants are: CCCCCC.C([Li])CCC.[CH3:12][C:13]([C:19]1[S:20][C:21]([C:24]([F:27])([F:26])[F:25])=[CH:22][CH:23]=1)([CH3:18])[CH2:14][C:15]([OH:17])=[O:16].C1C=CC(S(N(S(C2C=CC=CC=2)(=O)=O)[F:38])(=O)=O)=CC=1. Given the product [F:38][C:23]1[CH:22]=[C:21]([C:24]([F:27])([F:26])[F:25])[S:20][C:19]=1[C:13]([CH3:12])([CH3:18])[CH2:14][C:15]([OH:17])=[O:16], predict the reactants needed to synthesize it.